Dataset: Reaction yield outcomes from USPTO patents with 853,638 reactions. Task: Predict the reaction yield, written as a fraction of the theoretical maximum amount of product (1.0 means a 100% yield; for example, 0.34 means a 34% yield). (1) The reactants are [Br:1][C:2]1[N:7]=[CH:6][C:5]([OH:8])=[CH:4][CH:3]=1.CS(O[CH2:14][CH:15]1[CH2:20][CH2:19][N:18]([C:21]2[O:25][N:24]=[C:23]([CH:26]([CH3:28])[CH3:27])[N:22]=2)[CH2:17][CH2:16]1)(=O)=O.C(=O)([O-])[O-].[K+].[K+].CN(C=O)C. The catalyst is O. The product is [Br:1][C:2]1[CH:3]=[CH:4][C:5]([O:8][CH2:14][CH:15]2[CH2:20][CH2:19][N:18]([C:21]3[O:25][N:24]=[C:23]([CH:26]([CH3:28])[CH3:27])[N:22]=3)[CH2:17][CH2:16]2)=[CH:6][N:7]=1. The yield is 0.800. (2) The reactants are [F:1][C:2]1[CH:3]=[C:4]2[C:8](=[CH:9][CH:10]=1)[NH:7][CH2:6][CH2:5]2.Cl[S:12]([C:15]1[CH:16]=[C:17]2[C:21](=[CH:22][CH:23]=1)[NH:20][C:19](=[O:24])[CH2:18]2)(=[O:14])=[O:13].N1C=CC=CC=1. The catalyst is ClCCl. The product is [F:1][C:2]1[CH:3]=[C:4]2[C:8](=[CH:9][CH:10]=1)[N:7]([S:12]([C:15]1[CH:16]=[C:17]3[C:21](=[CH:22][CH:23]=1)[NH:20][C:19](=[O:24])[CH2:18]3)(=[O:13])=[O:14])[CH2:6][CH2:5]2. The yield is 0.680. (3) The reactants are Cl[C:2]1[N:7]=[C:6]2[CH2:8][CH2:9][CH2:10][C:5]2=[C:4]([Cl:11])[CH:3]=1.[NH:12]1[CH2:16][CH2:15][CH2:14][CH2:13]1. No catalyst specified. The product is [Cl:11][C:4]1[CH:3]=[C:2]([N:12]2[CH2:16][CH2:15][CH2:14][CH2:13]2)[N:7]=[C:6]2[CH2:8][CH2:9][CH2:10][C:5]=12. The yield is 0.380.